This data is from Reaction yield outcomes from USPTO patents with 853,638 reactions. The task is: Predict the reaction yield, written as a fraction of the theoretical maximum amount of product (1.0 means a 100% yield; for example, 0.34 means a 34% yield). (1) The reactants are [CH:1]1([O:6][C:7]2[CH:12]=[CH:11][C:10]([N:13]3[C:21]4[C:16](=[CH:17][C:18](B5OC(C)(C)C(C)(C)O5)=[CH:19][CH:20]=4)[CH:15]=[C:14]3[C:31]#[N:32])=[CH:9][CH:8]=2)[CH2:5][CH2:4][CH2:3][CH2:2]1.Br[C:34]1[CH:39]=[CH:38][C:37]([C:40]([F:43])([F:42])[F:41])=[CH:36][N:35]=1.C([O-])([O-])=O.[Na+].[Na+].CCO. The catalyst is CCOC(C)=O.C1C=CC([P]([Pd]([P](C2C=CC=CC=2)(C2C=CC=CC=2)C2C=CC=CC=2)([P](C2C=CC=CC=2)(C2C=CC=CC=2)C2C=CC=CC=2)[P](C2C=CC=CC=2)(C2C=CC=CC=2)C2C=CC=CC=2)(C2C=CC=CC=2)C2C=CC=CC=2)=CC=1.C1(C)C=CC=CC=1. The product is [CH:1]1([O:6][C:7]2[CH:12]=[CH:11][C:10]([N:13]3[C:21]4[C:16](=[CH:17][C:18]([C:34]5[CH:39]=[CH:38][C:37]([C:40]([F:43])([F:42])[F:41])=[CH:36][N:35]=5)=[CH:19][CH:20]=4)[CH:15]=[C:14]3[C:31]#[N:32])=[CH:9][CH:8]=2)[CH2:2][CH2:3][CH2:4][CH2:5]1. The yield is 0.920. (2) The reactants are [CH3:1][C:2]([C:7]1[NH:8][C:9]2[C:14]([CH:15]=1)=[CH:13][C:12]([N+:16]([O-:18])=[O:17])=[CH:11][CH:10]=2)([CH3:6])[C:3]([NH2:5])=O.Cl. The catalyst is C1COCC1. The product is [CH3:6][C:2]([C:7]1[NH:8][C:9]2[C:14]([CH:15]=1)=[CH:13][C:12]([N+:16]([O-:18])=[O:17])=[CH:11][CH:10]=2)([CH3:1])[CH2:3][NH2:5]. The yield is 0.430.